This data is from Merck oncology drug combination screen with 23,052 pairs across 39 cell lines. The task is: Regression. Given two drug SMILES strings and cell line genomic features, predict the synergy score measuring deviation from expected non-interaction effect. (1) Drug 1: COC1CC2CCC(C)C(O)(O2)C(=O)C(=O)N2CCCCC2C(=O)OC(C(C)CC2CCC(OP(C)(C)=O)C(OC)C2)CC(=O)C(C)C=C(C)C(O)C(OC)C(=O)C(C)CC(C)C=CC=CC=C1C. Drug 2: Cn1c(=O)n(-c2ccc(C(C)(C)C#N)cc2)c2c3cc(-c4cnc5ccccc5c4)ccc3ncc21. Cell line: HT29. Synergy scores: synergy=52.8. (2) Drug 1: Cn1c(=O)n(-c2ccc(C(C)(C)C#N)cc2)c2c3cc(-c4cnc5ccccc5c4)ccc3ncc21. Drug 2: CCc1c2c(nc3ccc(O)cc13)-c1cc3c(c(=O)n1C2)COC(=O)C3(O)CC. Cell line: ES2. Synergy scores: synergy=8.90. (3) Cell line: A375. Synergy scores: synergy=43.7. Drug 1: CC(=O)OC1C(=O)C2(C)C(O)CC3OCC3(OC(C)=O)C2C(OC(=O)c2ccccc2)C2(O)CC(OC(=O)C(O)C(NC(=O)c3ccccc3)c3ccccc3)C(C)=C1C2(C)C. Drug 2: O=C(O)C1(Cc2cccc(Nc3nccs3)n2)CCC(Oc2cccc(Cl)c2F)CC1.